This data is from Catalyst prediction with 721,799 reactions and 888 catalyst types from USPTO. The task is: Predict which catalyst facilitates the given reaction. (1) Reactant: C1(P(C2C=CC=CC=2)([CH:9]2[C:17]3[C:12](=[CH:13][C:14]([O:18][CH3:19])=[CH:15][CH:16]=3)[C:11](=[O:20])[N:10]2[CH2:21][C:22]2[CH:27]=[CH:26][C:25]([O:28][CH3:29])=[CH:24][CH:23]=2)=O)C=CC=CC=1.[OH-].[Na+].O. Product: [CH3:19][O:18][C:14]1[CH:13]=[C:12]2[C:17]([CH2:9][N:10]([CH2:21][C:22]3[CH:23]=[CH:24][C:25]([O:28][CH3:29])=[CH:26][CH:27]=3)[C:11]2=[O:20])=[CH:16][CH:15]=1. The catalyst class is: 1. (2) Reactant: [Br:1][C:2]1[O:6][C:5](C=O)=[CH:4][CH:3]=1.CO[CH:11]([O:14][CH3:15])[O:12][CH3:13].C1(C)C=CC(S([O-])(=O)=O)=CC=1.[NH+]1C=CC=CC=1. Product: [CH3:15][O:14][CH:11]([O:12][CH3:13])[C:5]1[O:6][C:2]([Br:1])=[CH:3][CH:4]=1. The catalyst class is: 5. (3) Reactant: Cl.[CH2:2]([O:9][C:10]([C@@H:12]1[CH2:17][C@@H:16]2[C@@H:14]([CH2:15]2)[NH:13]1)=[O:11])[C:3]1[CH:8]=[CH:7][CH:6]=[CH:5][CH:4]=1.[C:18]([C:21]1[C:29]2[C:24](=[CH:25][N:26]=[CH:27][CH:28]=2)[N:23]([CH2:30][C:31](O)=[O:32])[N:22]=1)(=[O:20])[CH3:19].CN(C(ON1N=NC2C=CC=CC1=2)=[N+](C)C)C.F[P-](F)(F)(F)(F)F.CCN(C(C)C)C(C)C. Product: [CH2:2]([O:9][C:10]([C@@H:12]1[CH2:17][C@@H:16]2[C@@H:14]([CH2:15]2)[N:13]1[C:31](=[O:32])[CH2:30][N:23]1[C:24]2=[CH:25][N:26]=[CH:27][CH:28]=[C:29]2[C:21]([C:18](=[O:20])[CH3:19])=[N:22]1)=[O:11])[C:3]1[CH:4]=[CH:5][CH:6]=[CH:7][CH:8]=1. The catalyst class is: 3. (4) Reactant: [CH:1]1([C:4]2[O:5][CH:6]=[C:7]([C:9]([OH:11])=O)[N:8]=2)[CH2:3][CH2:2]1.C(N=C=NCCCN(C)C)C.OC1C2N=NNC=2C=CC=1.[CH3:33][NH:34][O:35][CH3:36].C(N(CC)CC)C. The catalyst class is: 96. Product: [CH:1]1([C:4]2[O:5][CH:6]=[C:7]([C:9]([N:34]([O:35][CH3:36])[CH3:33])=[O:11])[N:8]=2)[CH2:2][CH2:3]1. (5) Reactant: [Cl:1][C:2]1[CH:30]=[CH:29][C:5]([CH2:6][CH:7]2[CH2:12][CH:11]([C:13](=[C:15]3C(=O)O[C:18](C)([CH3:22])[O:17][C:16]3=[O:24])[OH:14])[CH2:10][CH2:9][N:8]2[C:25]([O:27][CH3:28])=[O:26])=[CH:4][CH:3]=1. Product: [Cl:1][C:2]1[CH:3]=[CH:4][C:5]([CH2:6][C@H:7]2[CH2:12][C@H:11]([C:13](=[O:14])[CH2:15][C:16]([O:17][CH2:18][CH3:22])=[O:24])[CH2:10][CH2:9][N:8]2[C:25]([O:27][CH3:28])=[O:26])=[CH:29][CH:30]=1.[Cl:1][C:2]1[CH:3]=[CH:4][C:5]([CH2:6][C@H:7]2[CH2:12][C@@H:11]([C:13](=[O:14])[CH2:15][C:16]([O:17][CH2:18][CH3:22])=[O:24])[CH2:10][CH2:9][N:8]2[C:25]([O:27][CH3:28])=[O:26])=[CH:29][CH:30]=1. The catalyst class is: 14. (6) Reactant: Br[C:2]1[CH:21]=[CH:20][C:5]([O:6][CH2:7][C:8]([N:11]([CH3:19])C(=O)OC(C)(C)C)([CH3:10])[CH3:9])=[CH:4][CH:3]=1.[CH3:22][C:23]1([CH3:38])[C:27]([CH3:29])([CH3:28])[O:26][B:25](B2OC(C)(C)C(C)O2)[O:24]1.C([O-])(=O)C.[K+]. Product: [CH3:10][C:8]([NH:11][CH3:19])([CH3:9])[CH2:7][O:6][C:5]1[CH:4]=[CH:3][C:2]([B:25]2[O:26][C:27]([CH3:29])([CH3:28])[C:23]([CH3:38])([CH3:22])[O:24]2)=[CH:21][CH:20]=1. The catalyst class is: 12. (7) Reactant: CO[C:3](=[O:14])[C:4]1[CH:9]=[CH:8][C:7]([C:10]#[N:11])=[CH:6][C:5]=1[CH2:12]Br.[CH2:15]([NH2:24])[C:16]1[CH:23]=[CH:22][C:19]([O:20][CH3:21])=[CH:18][CH:17]=1. Product: [CH3:21][O:20][C:19]1[CH:22]=[CH:23][C:16]([CH2:15][N:24]2[CH2:12][C:5]3[C:4](=[CH:9][CH:8]=[C:7]([C:10]#[N:11])[CH:6]=3)[C:3]2=[O:14])=[CH:17][CH:18]=1. The catalyst class is: 49. (8) Reactant: C(OC([N:8]1[C:12]2=[N:13][CH:14]=[C:15]([Br:17])[CH:16]=[C:11]2[C:10]([CH:18]([C:20]2[C:21]([F:43])=[N:22][C:23]([N:26](C(OC(C)(C)C)=O)CC3C=CC(OC)=CC=3)=[CH:24][CH:25]=2)O)=[CH:9]1)=O)(C)(C)C.C([SiH](CC)CC)C.FC(F)(F)C(O)=O. Product: [Br:17][C:15]1[CH:16]=[C:11]2[C:10]([CH2:18][C:20]3[CH:25]=[CH:24][C:23]([NH2:26])=[N:22][C:21]=3[F:43])=[CH:9][NH:8][C:12]2=[N:13][CH:14]=1. The catalyst class is: 10. (9) Reactant: [H-].[Na+].[CH3:3][O:4][C:5]([C:7]1[C:15]2[C:10](=[N:11][CH:12]=[C:13]([Br:16])[CH:14]=2)[NH:9][N:8]=1)=[O:6].[CH3:17]I. Product: [CH3:3][O:4][C:5]([C:7]1[C:15]2[C:10](=[N:11][CH:12]=[C:13]([Br:16])[CH:14]=2)[N:9]([CH3:17])[N:8]=1)=[O:6]. The catalyst class is: 1.